This data is from Forward reaction prediction with 1.9M reactions from USPTO patents (1976-2016). The task is: Predict the product of the given reaction. (1) Given the reactants [H-].[Na+].[OH:3][C:4]1[CH:5]=[CH:6][C:7]([O:19][CH2:20][C:21]2[CH:26]=[CH:25][CH:24]=[CH:23][CH:22]=2)=[C:8]([CH:18]=1)[C:9]([NH:11][C:12]1[CH:13]=[N:14][CH:15]=[CH:16][CH:17]=1)=[O:10].ClC1C=CC(S(O[CH2:38][C@@H:39]2[CH2:43][CH2:42][CH2:41][N:40]2[C:44]([O:46][C:47]([CH3:50])([CH3:49])[CH3:48])=[O:45])(=O)=O)=CC=1.O, predict the reaction product. The product is: [C:21]1([CH2:20][O:19][C:7]2[CH:6]=[CH:5][C:4]([O:3][CH2:38][C@@H:39]3[CH2:43][CH2:42][CH2:41][N:40]3[C:44]([O:46][C:47]([CH3:48])([CH3:50])[CH3:49])=[O:45])=[CH:18][C:8]=2[C:9]([NH:11][C:12]2[CH:13]=[N:14][CH:15]=[CH:16][CH:17]=2)=[O:10])[CH:22]=[CH:23][CH:24]=[CH:25][CH:26]=1. (2) Given the reactants [CH2:1]([N:8]1[CH2:13][CH2:12][O:11][C:10]([F:15])([F:14])[C:9]1=O)[C:2]1[CH:7]=[CH:6][CH:5]=[CH:4][CH:3]=1.CSC.[B].Cl, predict the reaction product. The product is: [CH2:1]([N:8]1[CH2:13][CH2:12][O:11][C:10]([F:15])([F:14])[CH2:9]1)[C:2]1[CH:3]=[CH:4][CH:5]=[CH:6][CH:7]=1. (3) The product is: [Br:1][C:2]1[CH:3]=[C:4]2[C:5](=[CH:6][CH:7]=1)[O:14][C:11]([CH3:13])([CH3:12])[CH2:10][C:9]2([CH3:16])[CH3:15]. Given the reactants [Br:1][C:2]1[CH:7]=[CH:6][C:5](O)=[C:4]([C:9]([CH3:16])([CH3:15])[CH2:10][C:11]([OH:14])([CH3:13])[CH3:12])[CH:3]=1.C1(C)C=CC(S(O)(=O)=O)=CC=1, predict the reaction product. (4) Given the reactants Br[C:2]1[CH:3]=[C:4]([C:8]2([OH:12])[CH2:11][O:10][CH2:9]2)[CH:5]=[CH:6][CH:7]=1.C(OCC)(=O)C.[NH3:19], predict the reaction product. The product is: [NH2:19][C:2]1[CH:3]=[C:4]([C:8]2([OH:12])[CH2:11][O:10][CH2:9]2)[CH:5]=[CH:6][CH:7]=1.